From a dataset of Full USPTO retrosynthesis dataset with 1.9M reactions from patents (1976-2016). Predict the reactants needed to synthesize the given product. (1) Given the product [C:14]1([CH3:21])[CH:15]=[C:16]([CH3:20])[CH:17]=[C:18]([CH3:19])[C:13]=1[C:11]1[N:12]=[C:8]([NH:7][C:5](=[O:6])[C:4]2[CH:22]=[CH:23][N:24]=[C:2]([N:29]3[CH2:30][CH2:31][N:26]([CH3:25])[CH2:27][CH2:28]3)[CH:3]=2)[S:9][CH:10]=1, predict the reactants needed to synthesize it. The reactants are: Cl[C:2]1[CH:3]=[C:4]([CH:22]=[CH:23][N:24]=1)[C:5]([NH:7][C:8]1[S:9][CH:10]=[C:11]([C:13]2[C:18]([CH3:19])=[CH:17][C:16]([CH3:20])=[CH:15][C:14]=2[CH3:21])[N:12]=1)=[O:6].[CH3:25][N:26]1[CH2:31][CH2:30][NH:29][CH2:28][CH2:27]1.O. (2) Given the product [CH3:8][C:5]1[CH:6]=[CH:7][C:2]([Sn:18]([CH2:20][CH2:21][CH2:22][CH3:23])([CH2:24][CH2:25][CH2:26][CH3:27])[CH2:14][CH2:15][CH2:16][CH3:17])=[N:3][CH:4]=1, predict the reactants needed to synthesize it. The reactants are: Br[C:2]1[CH:7]=[CH:6][C:5]([CH3:8])=[CH:4][N:3]=1.[Li]CCCC.[CH2:14]([Sn:18]([CH2:24][CH2:25][CH2:26][CH3:27])([CH2:20][CH2:21][CH2:22][CH3:23])Cl)[CH2:15][CH2:16][CH3:17].[NH4+].[Cl-]. (3) Given the product [Cl:8][C:7]1[C:2]([B:28]2[O:29][C:30]([CH3:32])([CH3:31])[C:26]([CH3:42])([CH3:25])[O:27]2)=[CH:3][C:4]([NH:9][C:10]([C@@H:12]2[CH2:17][CH2:16][CH2:15][N:14]([C:18]([O:20][C:21]([CH3:24])([CH3:23])[CH3:22])=[O:19])[CH2:13]2)=[O:11])=[N:5][CH:6]=1, predict the reactants needed to synthesize it. The reactants are: Br[C:2]1[C:7]([Cl:8])=[CH:6][N:5]=[C:4]([NH:9][C:10]([C@@H:12]2[CH2:17][CH2:16][CH2:15][N:14]([C:18]([O:20][C:21]([CH3:24])([CH3:23])[CH3:22])=[O:19])[CH2:13]2)=[O:11])[CH:3]=1.[CH3:25][C:26]1([CH3:42])[C:30]([CH3:32])([CH3:31])[O:29][B:28]([B:28]2[O:29][C:30]([CH3:32])([CH3:31])[C:26]([CH3:42])([CH3:25])[O:27]2)[O:27]1.C([O-])(=O)C.[K+]. (4) Given the product [CH3:22][C:12]1[C:13]([OH:18])=[CH:14][CH:15]=[C:16]2[C:11]=1[O:10][CH2:9][C:8]([C:7]1[CH:23]=[CH:24][CH:25]=[C:5]([OH:4])[CH:6]=1)=[CH:17]2, predict the reactants needed to synthesize it. The reactants are: C([O:4][C:5]1[CH:6]=[C:7]([CH:23]=[CH:24][CH:25]=1)[C:8]1[CH2:9][O:10][C:11]2[C:16]([CH:17]=1)=[CH:15][CH:14]=[C:13]([O:18]C(=O)C)[C:12]=2[CH3:22])(=O)C.N1C=CN=C1.CC1C(O)=CC=C2C=1OCC(C1C=CC(O)=CC=1)=C2.